Dataset: Forward reaction prediction with 1.9M reactions from USPTO patents (1976-2016). Task: Predict the product of the given reaction. (1) Given the reactants Br[C:2]1[CH:3]=[C:4]2[CH:10]=[CH:9][NH:8][C:5]2=[N:6][CH:7]=1.C([Li])CCC.C1C[O:19][CH2:18]C1, predict the reaction product. The product is: [NH:8]1[C:5]2=[N:6][CH:7]=[C:2]([CH:18]=[O:19])[CH:3]=[C:4]2[CH:10]=[CH:9]1. (2) The product is: [C:1]([N:4]1[CH2:8][CH2:7][C:6]2([C:16]3[C:11](=[CH:12][CH:13]=[C:14]([Cl:17])[CH:15]=3)[N:10]([C:18]([NH:20][C:21]3[S:22][C:23]([S:26][CH2:27][CH2:28][CH2:29][NH2:30])=[CH:24][N:25]=3)=[O:19])[CH2:9]2)[CH2:5]1)(=[O:3])[CH3:2]. Given the reactants [C:1]([N:4]1[CH2:8][CH2:7][C:6]2([C:16]3[C:11](=[CH:12][CH:13]=[C:14]([Cl:17])[CH:15]=3)[N:10]([C:18]([NH:20][C:21]3[S:22][C:23]([S:26][CH2:27][CH2:28][CH2:29][N:30]4C(=O)C5C(=CC=CC=5)C4=O)=[CH:24][N:25]=3)=[O:19])[CH2:9]2)[CH2:5]1)(=[O:3])[CH3:2].O.NN, predict the reaction product. (3) Given the reactants [C:1]([C:3]1[C:4]([N:18]2[CH2:23][CH2:22][CH:21]([C:24]([OH:26])=O)[CH2:20][CH2:19]2)=[N:5][C:6]([CH3:17])=[C:7]([C:9]([O:11][CH2:12][C:13]([CH3:16])([CH3:15])[CH3:14])=[O:10])[CH:8]=1)#[N:2].CCN=C=NCCCN(C)C.CCN(C(C)C)C(C)C.[C:47]1([CH2:53][S:54]([NH2:57])(=[O:56])=[O:55])[CH:52]=[CH:51][CH:50]=[CH:49][CH:48]=1, predict the reaction product. The product is: [CH2:53]([S:54]([NH:57][C:24]([CH:21]1[CH2:20][CH2:19][N:18]([C:4]2[C:3]([C:1]#[N:2])=[CH:8][C:7]([C:9]([O:11][CH2:12][C:13]([CH3:16])([CH3:15])[CH3:14])=[O:10])=[C:6]([CH3:17])[N:5]=2)[CH2:23][CH2:22]1)=[O:26])(=[O:56])=[O:55])[C:47]1[CH:52]=[CH:51][CH:50]=[CH:49][CH:48]=1. (4) Given the reactants C([O:5][C:6]([NH:8][C@H:9]([CH2:14][C:15]1[CH:20]=[C:19]([F:21])[C:18]([F:22])=[CH:17][C:16]=1[F:23])[CH2:10][C:11]([OH:13])=O)=[O:7])(C)(C)C.Cl.C(N=C=NCCCN(C)C)C.ON1C2C=CC=CC=2N=N1.C(N(CC)CC)C.C(OC([N:60]1[CH2:64][CH2:63][CH2:62][CH:61]1[C:65]1[O:69][N:68]=[C:67]([C:70]2([C:73]([F:76])([F:75])[F:74])[CH2:72][CH2:71]2)[N:66]=1)=O)(C)(C)C.FC(F)(F)C(O)=O, predict the reaction product. The product is: [CH:6]([OH:7])=[O:5].[NH2:8][C@H:9]([CH2:14][C:15]1[CH:20]=[C:19]([F:21])[C:18]([F:22])=[CH:17][C:16]=1[F:23])[CH2:10][C:11]([N:60]1[CH2:64][CH2:63][CH2:62][C@H:61]1[C:65]1[O:69][N:68]=[C:67]([C:70]2([C:73]([F:75])([F:76])[F:74])[CH2:71][CH2:72]2)[N:66]=1)=[O:13]. (5) Given the reactants [NH2:1][C@H:2]([C:4]1[N:13]([CH:14]2[CH2:16][CH2:15]2)[C:12](=[O:17])[C:11]2[C:6](=[CH:7][CH:8]=[CH:9][C:10]=2[Cl:18])[N:5]=1)[CH3:3].Cl[C:20]1[N:25]=[CH:24][N:23]=[C:22]([NH2:26])[C:21]=1[C:27]1[N:31]=[C:30]([CH:32]([CH3:34])[CH3:33])[O:29][N:28]=1.CCN(C(C)C)C(C)C, predict the reaction product. The product is: [NH2:26][C:22]1[N:23]=[CH:24][N:25]=[C:20]([NH:1][C@H:2]([C:4]2[N:13]([CH:14]3[CH2:16][CH2:15]3)[C:12](=[O:17])[C:11]3[C:6](=[CH:7][CH:8]=[CH:9][C:10]=3[Cl:18])[N:5]=2)[CH3:3])[C:21]=1[C:27]1[N:31]=[C:30]([CH:32]([CH3:34])[CH3:33])[O:29][N:28]=1. (6) Given the reactants [CH3:1][N:2]1[C:6]2[CH:7]=[CH:8][C:9]([C:11](O)=[O:12])=[CH:10][C:5]=2[N:4]=[C:3]1[NH:14][C:15]1[S:16][C:17]2[CH:23]=[C:22]([O:24][C:25]([F:28])([F:27])[F:26])[CH:21]=[CH:20][C:18]=2[N:19]=1.[CH3:29][S:30][CH2:31][CH2:32][CH2:33][NH2:34].CN(C(ON1N=NC2C=CC=CC1=2)=[N+](C)C)C.F[P-](F)(F)(F)(F)F.CCN(C(C)C)C(C)C, predict the reaction product. The product is: [CH3:29][S:30][CH2:31][CH2:32][CH2:33][NH:34][C:11]([C:9]1[CH:8]=[CH:7][C:6]2[N:2]([CH3:1])[C:3]([NH:14][C:15]3[S:16][C:17]4[CH:23]=[C:22]([O:24][C:25]([F:28])([F:26])[F:27])[CH:21]=[CH:20][C:18]=4[N:19]=3)=[N:4][C:5]=2[CH:10]=1)=[O:12]. (7) Given the reactants [CH2:1]([O:3][C:4](=[O:15])[CH2:5][NH:6][NH:7][C:8]([O:10][C:11]([CH3:14])([CH3:13])[CH3:12])=[O:9])[CH3:2].[C:16]1(=[O:22])[O:21][C:19](=[O:20])[CH2:18][CH2:17]1, predict the reaction product. The product is: [C:11]([O:10][C:8]([NH:7][N:6]([C:16](=[O:22])[CH2:17][CH2:18][C:19]([OH:21])=[O:20])[CH2:5][C:4]([O:3][CH2:1][CH3:2])=[O:15])=[O:9])([CH3:14])([CH3:13])[CH3:12].